This data is from Forward reaction prediction with 1.9M reactions from USPTO patents (1976-2016). The task is: Predict the product of the given reaction. The product is: [CH:1]([NH:4][C:5]([C:7]1[N:8]([CH3:33])[C:9]([CH:22]([S:40]([C:34]2[CH:39]=[CH:38][CH:37]=[CH:36][CH:35]=2)(=[O:42])=[O:41])[NH2:23])=[CH:10][C:11](=[O:21])[C:12]=1[OH:13])=[O:6])([CH3:2])[CH3:3]. Given the reactants [CH:1]([NH:4][C:5]([C:7]1[N:8]([CH3:33])[C:9]([CH2:22][NH:23]S(C2C=CC=CC=2)(=O)=O)=[CH:10][C:11](=[O:21])[C:12]=1[O:13]CC1C=CC=CC=1)=[O:6])([CH3:3])[CH3:2].[C:34]1([S:40](C(N)C2N(C)C(C(O)=O)=C(O)C(=O)C=2)(=[O:42])=[O:41])[CH:39]=[CH:38][CH:37]=[CH:36][CH:35]=1, predict the reaction product.